This data is from Reaction yield outcomes from USPTO patents with 853,638 reactions. The task is: Predict the reaction yield, written as a fraction of the theoretical maximum amount of product (1.0 means a 100% yield; for example, 0.34 means a 34% yield). The reactants are [F:1][C:2]1[CH:3]=[C:4]2[C:8](=[CH:9][CH:10]=1)[NH:7][C:6](=[O:11])[CH2:5]2.C[Si]([N-][Si](C)(C)C)(C)C.[Li+].[CH2:22]([N:24]([CH2:40][CH3:41])[CH2:25][CH2:26][N:27]([CH2:29][C:30]1[N:35]=[C:34]2[CH2:36][O:37][C:38](=O)[C:33]2=[CH:32][CH:31]=1)[CH3:28])[CH3:23].Cl. The catalyst is C1COCC1. The product is [CH2:40]([N:24]([CH2:22][CH3:23])[CH2:25][CH2:26][N:27]([CH2:29][C:30]1[N:35]=[C:34]2[CH2:36][O:37][C:38](=[C:5]3[C:4]4[C:8](=[CH:9][CH:10]=[C:2]([F:1])[CH:3]=4)[NH:7][C:6]3=[O:11])[C:33]2=[CH:32][CH:31]=1)[CH3:28])[CH3:41]. The yield is 0.610.